From a dataset of Full USPTO retrosynthesis dataset with 1.9M reactions from patents (1976-2016). Predict the reactants needed to synthesize the given product. (1) Given the product [O:46]=[C:40]1[CH:39]([N:33]2[CH2:32][C:31]3[C:35](=[CH:36][CH:37]=[C:29]([CH2:28][NH:27][C:3](=[O:5])[C:2]([F:1])([F:20])[C:6]4[CH:11]=[CH:10][CH:9]=[C:8]([O:12][CH2:13][CH2:14][O:15][CH2:16][CH2:17][O:18][CH3:19])[CH:7]=4)[CH:30]=3)[C:34]2=[O:38])[CH2:44][CH2:43][C:42](=[O:45])[NH:41]1, predict the reactants needed to synthesize it. The reactants are: [F:1][C:2]([F:20])([C:6]1[CH:11]=[CH:10][CH:9]=[C:8]([O:12][CH2:13][CH2:14][O:15][CH2:16][CH2:17][O:18][CH3:19])[CH:7]=1)[C:3]([OH:5])=O.P(Cl)(Cl)(Cl)=O.Cl.[NH2:27][CH2:28][C:29]1[CH:30]=[C:31]2[C:35](=[CH:36][CH:37]=1)[C:34](=[O:38])[N:33]([CH:39]1[CH2:44][CH2:43][C:42](=[O:45])[NH:41][C:40]1=[O:46])[CH2:32]2.C(=O)(O)[O-].[Na+]. (2) Given the product [CH2:18]([N:13]1[C:12]([C:33]2[CH:34]=[CH:35][C:30]([N:29]([CH3:39])[CH3:28])=[CH:31][CH:32]=2)=[C:11]2[C:15]([CH2:16][CH2:17][NH:8][CH2:9][CH2:10]2)=[N:14]1)[CH3:19], predict the reactants needed to synthesize it. The reactants are: C(OC([N:8]1[CH2:17][CH2:16][C:15]2[C:11](=[C:12](OS(C(F)(F)F)(=O)=O)[N:13]([CH2:18][CH3:19])[N:14]=2)[CH2:10][CH2:9]1)=O)(C)(C)C.[CH3:28][N:29]([CH3:39])[C:30]1[CH:35]=[CH:34][C:33](B(O)O)=[CH:32][CH:31]=1.